Dataset: Catalyst prediction with 721,799 reactions and 888 catalyst types from USPTO. Task: Predict which catalyst facilitates the given reaction. (1) Reactant: [Cl:1][C:2]1[CH:10]=[CH:9][CH:8]=[C:7]2[C:3]=1[C:4]([C:16]([OH:18])=O)=[CH:5][N:6]2[CH2:11][C:12]([F:15])([F:14])[F:13].[NH2:19][CH2:20][C@:21]1([OH:28])[CH2:26][CH2:25][CH2:24][C@H:23]([CH3:27])[CH2:22]1.CCN=C=NCCCN(C)C.C1C=CC2N(O)N=NC=2C=1.CCN(C(C)C)C(C)C. Product: [Cl:1][C:2]1[CH:10]=[CH:9][CH:8]=[C:7]2[C:3]=1[C:4]([C:16]([NH:19][CH2:20][C@:21]1([OH:28])[CH2:26][CH2:25][CH2:24][C@H:23]([CH3:27])[CH2:22]1)=[O:18])=[CH:5][N:6]2[CH2:11][C:12]([F:13])([F:14])[F:15]. The catalyst class is: 2. (2) Reactant: [C:1]([OH:7])(=O)[CH2:2][CH2:3][CH:4]=[CH2:5].[NH2:8][C@@H:9]1[C:17]2[C:12](=[CH:13][CH:14]=[CH:15][CH:16]=2)[CH2:11][C@@H:10]1[OH:18]. Product: [OH:18][C@H:10]1[CH2:11][C:12]2[C:17](=[CH:16][CH:15]=[CH:14][CH:13]=2)[C@H:9]1[NH:8][C:1](=[O:7])[CH2:2][CH2:3][CH:4]=[CH2:5]. The catalyst class is: 3. (3) Reactant: Br[C:2]1[CH:12]=[CH:11][C:5]([C:6]([O:8]CC)=[O:7])=[CH:4][C:3]=1[F:13].O.[CH:15]1(B(O)O)[CH2:17][CH2:16]1.P([O-])([O-])([O-])=O.[K+].[K+].[K+].C1(C)C=CC=CC=1. Product: [CH:15]1([C:2]2[CH:12]=[CH:11][C:5]([C:6]([OH:8])=[O:7])=[CH:4][C:3]=2[F:13])[CH2:17][CH2:16]1. The catalyst class is: 103.